This data is from Catalyst prediction with 721,799 reactions and 888 catalyst types from USPTO. The task is: Predict which catalyst facilitates the given reaction. (1) Reactant: [CH3:1][Mg]I.[F:4][C:5]([F:19])([F:18])[CH2:6][CH:7]([CH3:17])[C:8]([C:10]1[CH:15]=[CH:14][C:13]([CH3:16])=[CH:12][CH:11]=1)=O.Cl. Product: [CH3:16][C:13]1[CH:14]=[CH:15][C:10]([C:8]([CH:7]([CH3:17])[CH2:6][C:5]([F:19])([F:18])[F:4])=[CH2:1])=[CH:11][CH:12]=1. The catalyst class is: 27. (2) Reactant: C([O:3][C:4]([C:6]1[S:10][C:9]([C:11]2[CH:16]=[CH:15][CH:14]=[CH:13][N:12]=2)=[N:8][N:7]=1)=O)C.[BH4-].[Na+].O. Product: [OH:3][CH2:4][C:6]1[S:10][C:9]([C:11]2[CH:16]=[CH:15][CH:14]=[CH:13][N:12]=2)=[N:8][N:7]=1. The catalyst class is: 8. (3) Reactant: CO[C:3]1[C:8]([O:9][CH3:10])=[CH:7][CH:6]=[CH:5][C:4]=1[C:11]1[O:12][CH2:13][C:14]([CH3:17])([CH3:16])[N:15]=1.Br[CH2:19][CH:20]([C:22]1[CH:27]=[CH:26][CH:25]=[CH:24][CH:23]=1)[CH3:21].[Mg].[NH4+].[Cl-]. Product: [CH3:17][C:14]1([CH3:16])[CH2:13][O:12][C:11]([C:4]2[C:3]([CH2:19][CH:20]([C:22]3[CH:27]=[CH:26][CH:25]=[CH:24][CH:23]=3)[CH3:21])=[C:8]([O:9][CH3:10])[CH:7]=[CH:6][CH:5]=2)=[N:15]1. The catalyst class is: 1. (4) Reactant: [CH3:1][O:2][C:3]1[C:13]2[CH2:12][CH2:11][CH2:10][C:9](=[O:14])[NH:8][C:7]=2[CH:6]=[CH:5][CH:4]=1.FC(F)(F)S(OS(C(F)(F)F)(=O)=O)(=O)=O.[N+:30]([O-])([O-:32])=[O:31].[K+].C(=O)(O)[O-].[Na+]. Product: [CH3:1][O:2][C:3]1[C:13]2[CH2:12][CH2:11][CH2:10][C:9](=[O:14])[NH:8][C:7]=2[CH:6]=[CH:5][C:4]=1[N+:30]([O-:32])=[O:31]. The catalyst class is: 10. (5) Reactant: C([O:4][CH2:5][C:6]([CH3:52])([CH3:51])[CH2:7][N:8]1[C:14]2[CH:15]=[CH:16][C:17]([Cl:19])=[CH:18][C:13]=2[C@@H:12]([C:20]2[CH:25]=[CH:24][CH:23]=[C:22]([O:26][CH3:27])[C:21]=2[O:28][CH3:29])[O:11][C@H:10]([CH2:30][C:31]([NH:33][C:34]2[CH:35]=[CH:36][C:37]3[O:41][C:40]([CH2:42][CH2:43][C:44]([O:46]CC)=[O:45])=[CH:39][C:38]=3[CH:49]=2)=[O:32])[C:9]1=[O:50])(=O)C.[OH-].[Na+].Cl. Product: [Cl:19][C:17]1[CH:16]=[CH:15][C:14]2[N:8]([CH2:7][C:6]([CH3:51])([CH3:52])[CH2:5][OH:4])[C:9](=[O:50])[C@@H:10]([CH2:30][C:31]([NH:33][C:34]3[CH:35]=[CH:36][C:37]4[O:41][C:40]([CH2:42][CH2:43][C:44]([OH:46])=[O:45])=[CH:39][C:38]=4[CH:49]=3)=[O:32])[O:11][C@H:12]([C:20]3[CH:25]=[CH:24][CH:23]=[C:22]([O:26][CH3:27])[C:21]=3[O:28][CH3:29])[C:13]=2[CH:18]=1. The catalyst class is: 214. (6) Reactant: [CH:1](=O)[C:2]1[CH:7]=[CH:6][CH:5]=[CH:4][CH:3]=1.[CH3:9][O:10][C:11]1[S:15][N:14]=[C:13]([NH2:16])[N:12]=1.S([O-])([O-])(=O)=O.[Mg+2]. Product: [CH:1](=[N:16][C:13]1[N:12]=[C:11]([O:10][CH3:9])[S:15][N:14]=1)[C:2]1[CH:7]=[CH:6][CH:5]=[CH:4][CH:3]=1. The catalyst class is: 8. (7) The catalyst class is: 40. Reactant: [Cl:1][C:2]1[CH:7]=[CH:6][CH:5]=[C:4]([Cl:8])[C:3]=1[C:9]([NH:11][C@H:12]([C:28]([O:30][C:31]([CH3:34])([CH3:33])[CH3:32])=[O:29])[CH2:13][C:14]1[S:15][CH:16]=[C:17](B2OC(C)(C)C(C)(C)O2)[CH:18]=1)=[O:10].OO.S([O-])([O-])(=[O:39])=S.[Na+].[Na+]. Product: [Cl:8][C:4]1[CH:5]=[CH:6][CH:7]=[C:2]([Cl:1])[C:3]=1[C:9]([NH:11][C@H:12]([C:28]([O:30][C:31]([CH3:34])([CH3:33])[CH3:32])=[O:29])[CH2:13][C:14]1[S:15][CH:16]=[C:17]([OH:39])[CH:18]=1)=[O:10].